This data is from Peptide-MHC class II binding affinity with 134,281 pairs from IEDB. The task is: Regression. Given a peptide amino acid sequence and an MHC pseudo amino acid sequence, predict their binding affinity value. This is MHC class II binding data. (1) The peptide sequence is NPMTVFWSKMAQSMT. The binding affinity (normalized) is 0.583. The MHC is DRB1_1302 with pseudo-sequence DRB1_1302. (2) The peptide sequence is LNDVVQALTDLGLLY. The MHC is H-2-IAb with pseudo-sequence H-2-IAb. The binding affinity (normalized) is 0. (3) The peptide sequence is AYTSSDDQITLFDRR. The MHC is DRB1_0101 with pseudo-sequence DRB1_0101. The binding affinity (normalized) is 0.176. (4) The peptide sequence is EREKSAAIDGEYRLK. The MHC is DRB1_0802 with pseudo-sequence DRB1_0802. The binding affinity (normalized) is 0. (5) The peptide sequence is LTYQNKVVKVQRPTPKG. The MHC is DRB1_0401 with pseudo-sequence DRB1_0401. The binding affinity (normalized) is 0.503. (6) The peptide sequence is MRIYCSLFKNVRL. The MHC is HLA-DQA10501-DQB10301 with pseudo-sequence HLA-DQA10501-DQB10301. The binding affinity (normalized) is 0.0454. (7) The peptide sequence is IMLLAYYIAAVNIES. The MHC is DRB1_0701 with pseudo-sequence DRB1_0701. The binding affinity (normalized) is 0.446.